From a dataset of Full USPTO retrosynthesis dataset with 1.9M reactions from patents (1976-2016). Predict the reactants needed to synthesize the given product. Given the product [CH:33]1([CH2:36][CH2:37][O:38][C:39]2[N:47]=[C:46]3[C:42]([N:43]=[C:44]([O:48][CH3:49])[N:45]3[CH2:52][CH2:53][CH2:54][CH2:55][CH:56]3[CH2:60][CH2:59][O:58][CH2:57]3)=[C:41]([NH2:50])[N:40]=2)[CH2:35][CH2:34]1, predict the reactants needed to synthesize it. The reactants are: C(NC1N=C2C(N=C(OC)N2CCCC2CCOC2)=C(N)N=1)CCC.FC(F)(F)C(O)=O.[CH:33]1([CH2:36][CH2:37][O:38][C:39]2[NH:40][C:41]([NH2:50])=[C:42]3[C:46]([N:47]=2)=[N:45][C:44]([O:48][CH3:49])=[N:43]3)[CH2:35][CH2:34]1.Br[CH2:52][CH2:53][CH2:54][CH2:55][CH:56]1[CH2:60][CH2:59][O:58][CH2:57]1.